This data is from Full USPTO retrosynthesis dataset with 1.9M reactions from patents (1976-2016). The task is: Predict the reactants needed to synthesize the given product. Given the product [Cl:1][C:2]1[CH:7]=[CH:6][CH:5]=[CH:4][C:3]=1[N:8]1[C:12]([S:13]([C:14]2[CH:15]=[N:16][CH:17]=[CH:18][CH:19]=2)(=[O:34])=[O:51])=[CH:11][C:10]([CH2:20][N:21]([CH3:29])[C:22](=[O:28])[O:23][C:24]([CH3:25])([CH3:26])[CH3:27])=[N:9]1, predict the reactants needed to synthesize it. The reactants are: [Cl:1][C:2]1[CH:7]=[CH:6][CH:5]=[CH:4][C:3]=1[N:8]1[C:12]([S:13][C:14]2[CH:15]=[N:16][CH:17]=[CH:18][CH:19]=2)=[CH:11][C:10]([CH2:20][N:21]([CH3:29])[C:22](=[O:28])[O:23][C:24]([CH3:27])([CH3:26])[CH3:25])=[N:9]1.C(#N)C.C([O-])([O-])=[O:34].C([O-])([O-])=O.OO.OO.OO.[Na+].[Na+].[Na+].[Na+].[OH2:51].